Task: Predict the reactants needed to synthesize the given product.. Dataset: Full USPTO retrosynthesis dataset with 1.9M reactions from patents (1976-2016) (1) Given the product [C:37]([C:33]1[CH:32]=[C:31]2[C:36](=[CH:35][CH:34]=1)[N:27]([CH2:26][CH2:25][O:23][C:20]1[CH:19]=[CH:18][C:17]([CH2:16][CH:10]([O:9][CH2:7][CH3:8])[C:11]([O:13][CH2:14][CH3:15])=[O:12])=[CH:22][CH:21]=1)[CH2:28][CH2:29][C:30]2([CH3:45])[CH3:46])(=[O:44])[C:38]1[CH:39]=[CH:40][CH:41]=[CH:42][CH:43]=1, predict the reactants needed to synthesize it. The reactants are: C(=O)([O-])[O-].[K+].[K+].[CH2:7]([O:9][CH:10]([CH2:16][C:17]1[CH:22]=[CH:21][C:20]([OH:23])=[CH:19][CH:18]=1)[C:11]([O:13][CH2:14][CH3:15])=[O:12])[CH3:8].Br[CH2:25][CH2:26][N:27]1[C:36]2[C:31](=[CH:32][C:33]([C:37](=[O:44])[C:38]3[CH:43]=[CH:42][CH:41]=[CH:40][CH:39]=3)=[CH:34][CH:35]=2)[C:30]([CH3:46])([CH3:45])[CH2:29][CH2:28]1. (2) Given the product [F:29][C:2]([F:28])([F:1])[C:3]1[CH:4]=[C:5]([CH:21]=[C:22]([C:24]([F:27])([F:26])[F:25])[CH:23]=1)[CH2:6][O:7][CH2:8][C:9]1([CH2:19][CH2:20][OH:39])[C:18]2[C:13](=[CH:14][CH:15]=[CH:16][CH:17]=2)[CH2:12][CH2:11][O:10]1, predict the reactants needed to synthesize it. The reactants are: [F:1][C:2]([F:29])([F:28])[C:3]1[CH:4]=[C:5]([CH:21]=[C:22]([C:24]([F:27])([F:26])[F:25])[CH:23]=1)[CH2:6][O:7][CH2:8][C:9]1([CH:19]=[CH2:20])[C:18]2[C:13](=[CH:14][CH:15]=[CH:16][CH:17]=2)[CH2:12][CH2:11][O:10]1.B1C2CCCC1CCC2.[OH-:39].[Na+].OO.